This data is from Full USPTO retrosynthesis dataset with 1.9M reactions from patents (1976-2016). The task is: Predict the reactants needed to synthesize the given product. (1) Given the product [NH2:1][C:2]1[N:7]=[CH:6][N:5]=[C:4]2[N:8]([C@@H:12]3[CH2:16][N:15]([C:17]([O:19][C:20]([CH3:23])([CH3:22])[CH3:21])=[O:18])[C@H:14]([CH2:24][O:25][Si:26]([C:39]([CH3:42])([CH3:41])[CH3:40])([C:33]4[CH:38]=[CH:37][CH:36]=[CH:35][CH:34]=4)[C:27]4[CH:32]=[CH:31][CH:30]=[CH:29][CH:28]=4)[CH2:13]3)[N:9]=[C:10]([C:44]#[C:43][C:45]3[CH:46]=[C:47]([O:53][CH3:54])[CH:48]=[C:49]([O:51][CH3:52])[CH:50]=3)[C:3]=12, predict the reactants needed to synthesize it. The reactants are: [NH2:1][C:2]1[N:7]=[CH:6][N:5]=[C:4]2[N:8]([C@@H:12]3[CH2:16][N:15]([C:17]([O:19][C:20]([CH3:23])([CH3:22])[CH3:21])=[O:18])[C@H:14]([CH2:24][O:25][Si:26]([C:39]([CH3:42])([CH3:41])[CH3:40])([C:33]4[CH:38]=[CH:37][CH:36]=[CH:35][CH:34]=4)[C:27]4[CH:32]=[CH:31][CH:30]=[CH:29][CH:28]=4)[CH2:13]3)[N:9]=[C:10](I)[C:3]=12.[C:43]([C:45]1[CH:50]=[C:49]([O:51][CH3:52])[CH:48]=[C:47]([O:53][CH3:54])[CH:46]=1)#[CH:44].C(N(CC)CC)C.C(OCC)(=O)C. (2) Given the product [OH:31][CH2:30][C:26]1[CH:25]=[C:24]([C:22]2[CH:21]=[CH:20][C:14]3[N:15]4[CH2:19][C@H:18]([CH2:17][CH2:16]4)[N:12]([C:10]([NH:9][C:4]4[CH:5]=[N:6][CH:7]=[CH:8][N:3]=4)=[O:11])[C:13]=3[N:23]=2)[CH:29]=[CH:28][N:27]=1, predict the reactants needed to synthesize it. The reactants are: [BH4-].[Na+].[N:3]1[CH:8]=[CH:7][N:6]=[CH:5][C:4]=1[NH:9][C:10]([N:12]1[C@@H:18]2[CH2:19][N:15]([CH2:16][CH2:17]2)[C:14]2[CH:20]=[CH:21][C:22]([C:24]3[CH:29]=[CH:28][N:27]=[C:26]([C:30](OC)=[O:31])[CH:25]=3)=[N:23][C:13]1=2)=[O:11]. (3) Given the product [Br:14][CH:15]1[CH2:21][CH2:20][C:19]2[CH:22]=[C:23]([Br:12])[CH:24]=[CH:25][C:18]=2[NH:17][C:16]1=[O:26], predict the reactants needed to synthesize it. The reactants are: N1C2C=CC=CC=2CCCC1.[Br:12]Br.[Br:14][CH:15]1[CH2:21][CH2:20][C:19]2[CH:22]=[CH:23][CH:24]=[CH:25][C:18]=2[NH:17][C:16]1=[O:26].